Dataset: Reaction yield outcomes from USPTO patents with 853,638 reactions. Task: Predict the reaction yield, written as a fraction of the theoretical maximum amount of product (1.0 means a 100% yield; for example, 0.34 means a 34% yield). (1) The reactants are Cl[C:2](=[O:8])[C:3]([O:5]CC)=O.[F:9][C:10]1[CH:15]=[C:14]([F:16])[CH:13]=[CH:12][C:11]=1[NH:17][C:18]([NH:20][CH:21]([CH3:26])[C:22]([CH3:25])([CH3:24])[CH3:23])=[S:19]. The catalyst is ClCCl. The product is [F:9][C:10]1[CH:15]=[C:14]([F:16])[CH:13]=[CH:12][C:11]=1[N:17]1[C:2](=[O:8])[C:3](=[O:5])[N:20]([CH:21]([CH3:26])[C:22]([CH3:24])([CH3:23])[CH3:25])[C:18]1=[S:19]. The yield is 0.620. (2) The yield is 0.0800. The product is [Cl:1][C:2]1[CH:15]=[CH:14][C:5]([CH2:6][N:7]2[CH2:12][CH2:11][CH:10]([NH:13][C:24](=[O:25])[C:23]3[CH:27]=[CH:28][C:20]([CH3:19])=[N:21][CH:22]=3)[CH2:9][CH2:8]2)=[CH:4][C:3]=1[O:16][CH2:17][CH3:18]. The reactants are [Cl:1][C:2]1[CH:15]=[CH:14][C:5]([CH2:6][N:7]2[CH2:12][CH2:11][CH:10]([NH2:13])[CH2:9][CH2:8]2)=[CH:4][C:3]=1[O:16][CH2:17][CH3:18].[CH3:19][C:20]1[CH:28]=[CH:27][C:23]([C:24](O)=[O:25])=[CH:22][N:21]=1. No catalyst specified. (3) The reactants are C([NH:4][C:5]1[CH:10]=[CH:9][C:8]([S:11]([NH:14][C:15]2[S:19][C:18]([CH2:20][C:21]([O:23]CC)=[O:22])=[N:17][N:16]=2)(=[O:13])=[O:12])=[CH:7][CH:6]=1)(=O)C.Cl. No catalyst specified. The product is [NH2:4][C:5]1[CH:10]=[CH:9][C:8]([S:11]([NH:14][C:15]2[S:19][C:18]([CH2:20][C:21]([OH:23])=[O:22])=[N:17][N:16]=2)(=[O:13])=[O:12])=[CH:7][CH:6]=1. The yield is 0.820. (4) The reactants are N[C:2]1[CH:6]=[CH:5][NH:4][N:3]=1.ClC(O[CH2:11][C:12]1C=CC=[CH:14][CH:13]=1)=O.[C:18](=O)([O-:20])[O-:19].[K+].[K+].CO. The catalyst is C(Cl)Cl. The product is [CH2:5]([NH:4][C:18](=[O:19])[OH:20])[C:6]1[CH:2]=[CH:14][CH:13]=[CH:12][CH:11]=1.[NH:3]1[CH:2]=[CH:6][CH:5]=[N:4]1. The yield is 0.640. (5) The reactants are Br[C:2]1[CH:3]=[C:4]2[C:9](=[CH:10][CH:11]=1)[N:8]=[C:7]([CH3:12])[C:6]([C:13](=[O:18])[C:14]([F:17])([F:16])[F:15])=[C:5]2[C:19]1[CH:24]=[CH:23][C:22]([F:25])=[CH:21][CH:20]=1.[CH3:26][N:27]([CH3:33])[CH:28]1[CH2:32][CH2:31][NH:30][CH2:29]1. The catalyst is C(OCC)(=O)C.CO. The product is [CH3:26][N:27]([CH3:33])[CH:28]1[CH2:32][CH2:31][N:30]([C:2]2[CH:3]=[C:4]3[C:9](=[CH:10][CH:11]=2)[N:8]=[C:7]([CH3:12])[C:6]([C:13](=[O:18])[C:14]([F:17])([F:16])[F:15])=[C:5]3[C:19]2[CH:24]=[CH:23][C:22]([F:25])=[CH:21][CH:20]=2)[CH2:29]1. The yield is 0.440. (6) The yield is 0.650. The reactants are [I:1][C:2]1[CH:3]=[C:4]([NH:8][C:9]2[O:13][C:12]([C:14]([NH:16][C:17]3[CH:18]=[N:19][C:20]([N:23]4[CH2:28][CH2:27][O:26][CH2:25][CH2:24]4)=[CH:21][CH:22]=3)=[O:15])=[N:11][N:10]=2)[CH:5]=[CH:6][CH:7]=1.[H-].[Na+].Cl[CH2:32][O:33][CH2:34][CH2:35][Si:36]([CH3:39])([CH3:38])[CH3:37].[CH3:40][CH2:41][O:42][CH2:43]C. The product is [I:1][C:2]1[CH:3]=[C:4]([N:8]([CH2:43][O:42][CH2:41][CH2:40][Si:36]([CH3:38])([CH3:37])[CH3:35])[C:9]2[O:13][C:12]([C:14]([N:16]([C:17]3[CH:18]=[N:19][C:20]([N:23]4[CH2:24][CH2:25][O:26][CH2:27][CH2:28]4)=[CH:21][CH:22]=3)[CH2:32][O:33][CH2:34][CH2:35][Si:36]([CH3:39])([CH3:38])[CH3:37])=[O:15])=[N:11][N:10]=2)[CH:5]=[CH:6][CH:7]=1. The catalyst is CN(C=O)C.